Task: Binary Classification. Given a drug SMILES string, predict its activity (active/inactive) in a high-throughput screening assay against a specified biological target.. Dataset: HIV replication inhibition screening data with 41,000+ compounds from the AIDS Antiviral Screen (1) The compound is Cl.NC1C2CN3CCC(O2)C13. The result is 0 (inactive). (2) The compound is CC(=O)c1ccc2c(c1)CC1(C2)Cc2cc3c(cc2C1)C(=O)CC3. The result is 0 (inactive). (3) The compound is O=C1c2ccccc2-c2c3c(cc4ccnc1c24)OCO3. The result is 0 (inactive). (4) The drug is N#CCCC(CCC#N)(CCC#N)[N+](=O)[O-]. The result is 0 (inactive).